From a dataset of Catalyst prediction with 721,799 reactions and 888 catalyst types from USPTO. Predict which catalyst facilitates the given reaction. (1) Reactant: [C:1]([C:3]1[CH:26]=[CH:25][C:6]([C:7]([NH:9][C:10]2[CH:15]=[CH:14][C:13]([C:16]3[CH:21]([CH3:22])[CH2:20][C:19](=[O:23])[NH:18][N:17]=3)=[CH:12][C:11]=2O)=[O:8])=[CH:5][CH:4]=1)#[N:2].O.C1(C)C=CC(S(O)(=O)=O)=CC=1.C(O)(=O)C. Product: [CH3:22][CH:21]1[CH2:20][C:19](=[O:23])[NH:18][N:17]=[C:16]1[C:13]1[CH:14]=[CH:15][C:10]2[N:9]=[C:7]([C:6]3[CH:25]=[CH:26][C:3]([C:1]#[N:2])=[CH:4][CH:5]=3)[O:8][C:11]=2[CH:12]=1. The catalyst class is: 6. (2) Reactant: [CH3:1][O:2][C:3]1[CH:4]=[C:5]([CH:22]=[CH:23][C:24]=1[O:25][CH3:26])[CH2:6][N:7]([CH2:18][C:19](O)=[O:20])[S:8]([C:11]1[CH:16]=[CH:15][C:14]([CH3:17])=[CH:13][CH:12]=1)(=[O:10])=[O:9].C(Cl)(=O)C([Cl:30])=O. The catalyst class is: 4. Product: [CH3:1][O:2][C:3]1[CH:4]=[C:5]([CH:22]=[CH:23][C:24]=1[O:25][CH3:26])[CH2:6][N:7]([CH2:18][C:19]([Cl:30])=[O:20])[S:8]([C:11]1[CH:16]=[CH:15][C:14]([CH3:17])=[CH:13][CH:12]=1)(=[O:10])=[O:9]. (3) Reactant: [Br:1][C:2]1[CH:3]=[C:4]([OH:8])[CH:5]=[CH:6][CH:7]=1.C(=O)([O-])[O-].[K+].[K+].Br[CH2:16][CH2:17][CH2:18][C:19]([O:21][CH3:22])=[O:20]. Product: [Br:1][C:2]1[CH:3]=[C:4]([CH:5]=[CH:6][CH:7]=1)[O:8][CH2:16][CH2:17][CH2:18][C:19]([O:21][CH3:22])=[O:20]. The catalyst class is: 18. (4) Reactant: [N:1]1([CH2:14][CH2:15][CH2:16][CH2:17][CH2:18][C:19]([O:21]CC)=O)[C:13]2[C:12]3[CH:11]=[CH:10][CH:9]=[CH:8][C:7]=3[N:6]=[CH:5][C:4]=2[N:3]=[CH:2]1.[CH2:24]([NH2:27])[CH2:25][CH3:26]. Product: [N:1]1([CH2:14][CH2:15][CH2:16][CH2:17][CH2:18][C:19]([NH:27][CH2:24][CH2:25][CH3:26])=[O:21])[C:13]2[C:12]3[CH:11]=[CH:10][CH:9]=[CH:8][C:7]=3[N:6]=[CH:5][C:4]=2[N:3]=[CH:2]1. The catalyst class is: 1. (5) Reactant: [Cl:1][C:2]1[CH:8]=[CH:7][C:5]([NH2:6])=[C:4]([C:9]2[CH:14]=[C:13]([O:15][CH3:16])[N:12]=[CH:11][N:10]=2)[CH:3]=1.N(OCCC(C)C)=O.[N:25]([Si](C)(C)C)=[N+:26]=[N-].[C:32]([Si:34]([CH3:37])([CH3:36])[CH3:35])#[CH:33]. Product: [Cl:1][C:2]1[CH:8]=[CH:7][C:5]([N:6]2[CH:33]=[C:32]([Si:34]([CH3:37])([CH3:36])[CH3:35])[N:26]=[N:25]2)=[C:4]([C:9]2[CH:14]=[C:13]([O:15][CH3:16])[N:12]=[CH:11][N:10]=2)[CH:3]=1. The catalyst class is: 10. (6) Reactant: [CH3:1][O:2][C:3]1[CH:20]=[C:19]([C:21](O)=[O:22])[CH:18]=[C:17]2[C:4]=1[C@@:5]1([CH3:29])[C@H:14]([CH2:15][S:16]2(=[O:25])=[O:24])[C@:13]2([CH3:26])[C@H:8]([C:9]([CH3:28])([CH3:27])[CH2:10][CH2:11][CH2:12]2)[CH2:7][CH2:6]1.[CH3:30][N:31](C(ON1N=NC2C=CC=NC1=2)=[N+](C)C)C.F[P-](F)(F)(F)(F)F.CN1CCOCC1.CN. Product: [CH3:1][O:2][C:3]1[CH:20]=[C:19]([C:21]([NH:31][CH3:30])=[O:22])[CH:18]=[C:17]2[C:4]=1[C@@:5]1([CH3:29])[C@H:14]([CH2:15][S:16]2(=[O:25])=[O:24])[C@:13]2([CH3:26])[C@H:8]([C:9]([CH3:28])([CH3:27])[CH2:10][CH2:11][CH2:12]2)[CH2:7][CH2:6]1. The catalyst class is: 118. (7) Reactant: [C:1]([Si:5]([CH3:56])([CH3:55])[O:6][CH2:7][C@@H:8]1[C@H:12]2[O:13][C:14]([CH3:17])([CH3:16])[O:15][C@H:11]2[C@H:10]([N:18]2[CH:26]=[N:25][C:24]3[C:19]2=[N:20][C:21]([Sn](CCCC)(CCCC)CCCC)=[N:22][C:23]=3[NH:27][CH2:28][CH:29]([C:36]2[CH:41]=[CH:40][CH:39]=[CH:38][CH:37]=2)[C:30]2[CH:35]=[CH:34][CH:33]=[CH:32][CH:31]=2)[O:9]1)([CH3:4])([CH3:3])[CH3:2].[I:57]I.O1CCCC1. Product: [Si:5]([O:6][CH2:7][C@@H:8]1[C@H:12]2[O:13][C:14]([CH3:17])([CH3:16])[O:15][C@H:11]2[C@H:10]([N:18]2[CH:26]=[N:25][C:24]3[C:19]2=[N:20][C:21]([I:57])=[N:22][C:23]=3[NH:27][CH2:28][CH:29]([C:36]2[CH:41]=[CH:40][CH:39]=[CH:38][CH:37]=2)[C:30]2[CH:35]=[CH:34][CH:33]=[CH:32][CH:31]=2)[O:9]1)([C:1]([CH3:4])([CH3:3])[CH3:2])([CH3:56])[CH3:55]. The catalyst class is: 13.